The task is: Predict which catalyst facilitates the given reaction.. This data is from Catalyst prediction with 721,799 reactions and 888 catalyst types from USPTO. (1) Reactant: [CH3:1][O:2][CH2:3][O:4][C:5]1[C:12]([O:13][CH2:14][C:15]([F:18])([F:17])[F:16])=[CH:11][CH:10]=[CH:9][C:6]=1[CH:7]=[O:8].[CH2:19]([O:21][CH:22]([O:25][CH2:26][CH3:27])[CH2:23][NH2:24])[CH3:20]. Product: [CH3:1][O:2][CH2:3][O:4][C:5]1[C:12]([O:13][CH2:14][C:15]([F:16])([F:17])[F:18])=[CH:11][CH:10]=[CH:9][C:6]=1[CH:7]=[O:8].[CH2:19]([O:21][CH:22]([O:25][CH2:26][CH3:27])[CH2:23]/[N:24]=[CH:7]/[C:6]1[CH:9]=[CH:10][CH:11]=[C:12]([O:13][CH2:14][C:15]([F:18])([F:17])[F:16])[C:5]=1[O:4][CH2:3][O:2][CH3:1])[CH3:20]. The catalyst class is: 11. (2) Reactant: [C:1]([O:5][C:6](=[O:16])[NH:7][C:8]1[CH:13]=[CH:12][C:11]([F:14])=[CH:10][C:9]=1[F:15])([CH3:4])([CH3:3])[CH3:2].[Li]CCCC.CN([CH:25]=[O:26])C.Cl. Product: [C:1]([O:5][C:6](=[O:16])[NH:7][C:8]1[CH:13]=[CH:12][C:11]([F:14])=[C:10]([CH:25]=[O:26])[C:9]=1[F:15])([CH3:4])([CH3:2])[CH3:3]. The catalyst class is: 387. (3) Product: [CH:35]1([CH:23]([CH:17]2[CH2:22][CH2:21][CH2:20][CH2:19][CH2:18]2)[C:24]([NH:26][C@H:27]2[C@H:34]3[C@H:30]([CH2:31][N:32]([C:14](=[O:16])[C@H:9]([NH:8][C:6](=[O:7])[O:5][C:1]([CH3:2])([CH3:3])[CH3:4])[CH2:10][CH:11]([CH3:12])[CH3:13])[CH2:33]3)[CH2:29][CH2:28]2)=[O:25])[CH2:36][CH2:37][CH2:38][CH2:39][CH2:40]1. Reactant: [C:1]([O:5][C:6]([NH:8][C@@H:9]([C:14]([OH:16])=O)[CH2:10][CH:11]([CH3:13])[CH3:12])=[O:7])([CH3:4])([CH3:3])[CH3:2].[CH:17]1([CH:23]([CH:35]2[CH2:40][CH2:39][CH2:38][CH2:37][CH2:36]2)[C:24]([NH:26][C@H:27]2[C@H:34]3[C@H:30]([CH2:31][NH:32][CH2:33]3)[CH2:29][CH2:28]2)=[O:25])[CH2:22][CH2:21][CH2:20][CH2:19][CH2:18]1.OC1C2N=NNC=2C=CC=1.CN(C)CCCN=C=NCC. The catalyst class is: 4. (4) Reactant: Cl.[NH2:2][C@@H:3]([CH2:8][CH2:9][CH2:10][CH3:11])[C:4]([O:6][CH3:7])=[O:5].N1C=CC=CC=1.[C:18](Cl)(Cl)=[O:19].Cl. Product: [N:2]([C@@H:3]([CH2:8][CH2:9][CH2:10][CH3:11])[C:4]([O:6][CH3:7])=[O:5])=[C:18]=[O:19]. The catalyst class is: 426. (5) Reactant: C([O:5][C:6](=[O:54])[C:7]1[CH:12]=[CH:11][CH:10]=[C:9]([CH2:13][C@H:14]([NH:28][C:29](=[O:51])/[C:30](/[C:34]2[N:35]=[C:36]([NH:39][C:40](=[O:50])[CH2:41][NH:42]C(OC(C)(C)C)=O)[S:37][CH:38]=2)=[N:31]\[O:32][CH3:33])[B:15]2[O:23]C3C(C)(C4CC(C3)C4(C)C)[O:16]2)[C:8]=1[O:52]C)(C)(C)C.B(Cl)(Cl)[Cl:56]. Product: [ClH:56].[NH2:42][CH2:41][C:40]([NH:39][C:36]1[S:37][CH:38]=[C:34](/[C:30](=[N:31]/[O:32][CH3:33])/[C:29]([NH:28][C@H:14]([B:15]([OH:23])[OH:16])[CH2:13][C:9]2[C:8]([OH:52])=[C:7]([CH:12]=[CH:11][CH:10]=2)[C:6]([OH:54])=[O:5])=[O:51])[N:35]=1)=[O:50]. The catalyst class is: 6. (6) Reactant: [C:1]([C:5]1[CH:6]=[C:7]([CH:11]=[C:12]([C:14]([O:16][CH3:17])=[O:15])[CH:13]=1)C(O)=O)([CH3:4])([CH3:3])[CH3:2].C([N:20]([CH2:23]C)CC)C.[CH3:25][C:26]([OH:29])([CH3:28])[CH3:27].C1C=CC(P(N=[N+]=[N-])(C2C=CC=CC=2)=[O:37])=CC=1. Product: [C:26]([O:29][C:23]([NH:20][C:7]1[CH:11]=[C:12]([CH:13]=[C:5]([C:1]([CH3:2])([CH3:3])[CH3:4])[CH:6]=1)[C:14]([O:16][CH3:17])=[O:15])=[O:37])([CH3:28])([CH3:27])[CH3:25]. The catalyst class is: 225. (7) Reactant: [CH2:1]([C:3]1[C:4]([NH:25][CH2:26][C@@H:27]([C:40]([O:42]C(C)(C)C)=[O:41])[NH:28][S:29]([C:32]2[CH:37]=[CH:36][C:35]([O:38][CH3:39])=[CH:34][CH:33]=2)(=[O:31])=[O:30])=[N:5][CH:6]=[N:7][C:8]=1[N:9]1[CH2:14][CH2:13][CH:12]([C:15]2[N:24]=[C:23]3[C:18]([CH2:19][CH2:20][CH2:21][NH:22]3)=[CH:17][CH:16]=2)[CH2:11][CH2:10]1)[CH3:2].FC(F)(F)C(O)=O.ClCCl.CO.O.C(O)(=O)C.C1(C)C=CC=CC=1. Product: [CH2:1]([C:3]1[C:4]([NH:25][CH2:26][C@@H:27]([C:40]([OH:42])=[O:41])[NH:28][S:29]([C:32]2[CH:33]=[CH:34][C:35]([O:38][CH3:39])=[CH:36][CH:37]=2)(=[O:30])=[O:31])=[N:5][CH:6]=[N:7][C:8]=1[N:9]1[CH2:14][CH2:13][CH:12]([C:15]2[N:24]=[C:23]3[C:18]([CH2:19][CH2:20][CH2:21][NH:22]3)=[CH:17][CH:16]=2)[CH2:11][CH2:10]1)[CH3:2]. The catalyst class is: 4. (8) Reactant: [OH:1][C:2]1[CH:11]=[CH:10][C:5]([C:6]([O:8][CH3:9])=[O:7])=[CH:4][CH:3]=1.Br[C:13]([CH3:16])([CH3:15])[CH3:14].CO.[OH-].[K+]. Product: [C:13]([C:11]1[CH:10]=[C:5]([CH:4]=[CH:3][C:2]=1[OH:1])[C:6]([O:8][CH3:9])=[O:7])([CH3:16])([CH3:15])[CH3:14]. The catalyst class is: 501. (9) Reactant: [CH3:1][O:2][CH:3]([C:8]([O:10]C)=O)[C:4](OC)=[O:5].[NH2:12][C:13]([NH2:15])=[S:14]. Product: [CH3:1][O:2][CH:3]1[C:8](=[O:10])[NH:15][C:13](=[S:14])[NH:12][C:4]1=[O:5]. The catalyst class is: 5. (10) Reactant: [C:1]([OH:7])(=O)[C:2]([CH3:5])([CH3:4])[CH3:3].CN1CCN(C)CC1.ClC1N=C(OC)N=C(OC)N=1.[C:27]1([CH2:33][CH2:34][NH2:35])[CH:32]=[CH:31][CH:30]=[CH:29][CH:28]=1.C(O)(=O)CC(CC(O)=O)(C(O)=O)O. Product: [C:27]1([CH2:33][CH2:34][NH:35][C:1](=[O:7])[C:2]([CH3:5])([CH3:4])[CH3:3])[CH:32]=[CH:31][CH:30]=[CH:29][CH:28]=1. The catalyst class is: 410.